Regression. Given two drug SMILES strings and cell line genomic features, predict the synergy score measuring deviation from expected non-interaction effect. From a dataset of NCI-60 drug combinations with 297,098 pairs across 59 cell lines. (1) Synergy scores: CSS=21.0, Synergy_ZIP=-5.93, Synergy_Bliss=-1.15, Synergy_Loewe=-6.47, Synergy_HSA=-0.978. Drug 2: CCC1(C2=C(COC1=O)C(=O)N3CC4=CC5=C(C=CC(=C5CN(C)C)O)N=C4C3=C2)O.Cl. Cell line: A498. Drug 1: C1=CN(C(=O)N=C1N)C2C(C(C(O2)CO)O)O.Cl. (2) Cell line: A549. Drug 2: CN(C)N=NC1=C(NC=N1)C(=O)N. Drug 1: COC1=CC(=CC(=C1O)OC)C2C3C(COC3=O)C(C4=CC5=C(C=C24)OCO5)OC6C(C(C7C(O6)COC(O7)C8=CC=CS8)O)O. Synergy scores: CSS=30.2, Synergy_ZIP=-2.34, Synergy_Bliss=-3.95, Synergy_Loewe=-41.4, Synergy_HSA=-4.01.